This data is from Full USPTO retrosynthesis dataset with 1.9M reactions from patents (1976-2016). The task is: Predict the reactants needed to synthesize the given product. (1) Given the product [OH:2][CH2:3][C@H:4]([NH:5][C:6](=[O:7])[O:8][CH2:9][C:10]1[CH:15]=[CH:14][CH:13]=[CH:12][CH:11]=1)[CH2:16][NH:17][S:18]([CH3:21])(=[O:20])=[O:19], predict the reactants needed to synthesize it. The reactants are: C[O:2][C:3](=O)[C@@H:4]([CH2:16][NH:17][S:18]([CH3:21])(=[O:20])=[O:19])[NH:5][C:6]([O:8][CH2:9][C:10]1[CH:15]=[CH:14][CH:13]=[CH:12][CH:11]=1)=[O:7].C1COCC1.[Cl-].[Li+].[BH4-].[Na+]. (2) The reactants are: [F:1][C:2]1[CH:7]=[CH:6][C:5]([C:8]#[C:9][CH2:10][O:11][C:12]2[CH:17]=[CH:16][C:15]([C:18]3[N:26](COCC[Si](C)(C)C)[C:25]4[C:24](=[O:35])[N:23]([CH2:36][CH2:37][CH3:38])[C:22]([C:39]5[CH:44]=[CH:43][CH:42]=[C:41]([C:45]([F:48])([F:47])[F:46])[CH:40]=5)=[N:21][C:20]=4[N:19]=3)=[CH:14][CH:13]=2)=[CH:4][CH:3]=1.Cl. Given the product [F:1][C:2]1[CH:7]=[CH:6][C:5]([C:8]#[C:9][CH2:10][O:11][C:12]2[CH:17]=[CH:16][C:15]([C:18]3[NH:26][C:25]4[C:24](=[O:35])[N:23]([CH2:36][CH2:37][CH3:38])[C:22]([C:39]5[CH:44]=[CH:43][CH:42]=[C:41]([C:45]([F:48])([F:46])[F:47])[CH:40]=5)=[N:21][C:20]=4[N:19]=3)=[CH:14][CH:13]=2)=[CH:4][CH:3]=1, predict the reactants needed to synthesize it. (3) Given the product [Cl:26][C:7]1[CH:6]=[C:5]([CH2:8][C:9]([OH:11])=[O:10])[CH:4]=[C:3]([O:12][C:13]2[CH:18]=[CH:17][C:16]([S:19]([CH2:22][CH3:23])(=[O:21])=[O:20])=[CH:15][C:14]=2[C:24]#[N:25])[CH:2]=1, predict the reactants needed to synthesize it. The reactants are: Cl[C:2]1[CH:7]=[CH:6][C:5]([CH2:8][C:9]([OH:11])=[O:10])=[CH:4][C:3]=1[O:12][C:13]1[CH:18]=[CH:17][C:16]([S:19]([CH2:22][CH3:23])(=[O:21])=[O:20])=[CH:15][C:14]=1[C:24]#[N:25].[Cl:26]C1C=C(CC(O)=O)C=C(O)C=1. (4) Given the product [N:28]1([C:26]([C:24]2[CH:23]=[CH:22][N:21]=[C:20]([N:1]3[CH2:2][CH2:3][CH:4]([N:7]4[CH2:13][CH2:12][C:11]5[CH:14]=[CH:15][CH:16]=[CH:17][C:10]=5[NH:9][C:8]4=[O:18])[CH2:5][CH2:6]3)[CH:25]=2)=[O:27])[C:36]2[C:31](=[CH:32][CH:33]=[CH:34][CH:35]=2)[CH2:30][CH2:29]1, predict the reactants needed to synthesize it. The reactants are: [NH:1]1[CH2:6][CH2:5][CH:4]([N:7]2[CH2:13][CH2:12][C:11]3[CH:14]=[CH:15][CH:16]=[CH:17][C:10]=3[NH:9][C:8]2=[O:18])[CH2:3][CH2:2]1.Cl[C:20]1[CH:25]=[C:24]([C:26]([N:28]2[C:36]3[C:31](=[CH:32][CH:33]=[CH:34][CH:35]=3)[CH2:30][CH2:29]2)=[O:27])[CH:23]=[CH:22][N:21]=1.CCN(C(C)C)C(C)C.CN(C=O)C. (5) Given the product [CH3:24][C:23]1[CH:22]=[C:21]([CH3:25])[NH:20][C:19](=[O:26])[C:18]=1[CH2:17][NH:16][C:14]([C:4]1[C:5]2[CH:10]=[N:9][N:8]([CH:11]([CH3:13])[CH3:12])[C:6]=2[N:7]=[C:2]([N:34]2[CH2:39][CH2:38][C:37](=[O:40])[CH2:36][CH2:35]2)[CH:3]=1)=[O:15], predict the reactants needed to synthesize it. The reactants are: Br[C:2]1[CH:3]=[C:4]([C:14]([NH:16][CH2:17][C:18]2[C:19](=[O:26])[NH:20][C:21]([CH3:25])=[CH:22][C:23]=2[CH3:24])=[O:15])[C:5]2[CH:10]=[N:9][N:8]([CH:11]([CH3:13])[CH3:12])[C:6]=2[N:7]=1.C([O-])([O-])=O.[K+].[K+].Cl.[NH:34]1[CH2:39][CH2:38][C:37](=[O:40])[CH2:36][CH2:35]1.O. (6) Given the product [Si:10]([O:17][C:18]1[CH:24]=[CH:23][C:21]([NH:22][C:2]2[CH:7]=[C:6]([C:8]#[N:9])[CH:5]=[CH:4][N:3]=2)=[CH:20][CH:19]=1)([C:13]([CH3:16])([CH3:15])[CH3:14])([CH3:12])[CH3:11], predict the reactants needed to synthesize it. The reactants are: Br[C:2]1[CH:7]=[C:6]([C:8]#[N:9])[CH:5]=[CH:4][N:3]=1.[Si:10]([O:17][C:18]1[CH:24]=[CH:23][C:21]([NH2:22])=[CH:20][CH:19]=1)([C:13]([CH3:16])([CH3:15])[CH3:14])([CH3:12])[CH3:11].C(P(C(C)(C)C)C1C=CC=CC=1C1C(C(C)C)=CC(C(C)C)=CC=1C(C)C)(C)(C)C.O. (7) Given the product [F:17][C:14]1[CH:15]=[CH:16][C:11]([C:9]2[N:10]=[C:5]3[CH:4]=[CH:3][C:2]([N:30]4[CH2:31][CH2:32][N:27]([CH:24]([CH3:26])[CH3:25])[CH2:28][CH2:29]4)=[N:7][N:6]3[C:8]=2[C:18]2[CH:23]=[CH:22][N:21]=[N:20][CH:19]=2)=[CH:12][CH:13]=1, predict the reactants needed to synthesize it. The reactants are: Cl[C:2]1[CH:3]=[CH:4][C:5]2[N:6]([C:8]([C:18]3[CH:23]=[CH:22][N:21]=[N:20][CH:19]=3)=[C:9]([C:11]3[CH:16]=[CH:15][C:14]([F:17])=[CH:13][CH:12]=3)[N:10]=2)[N:7]=1.[CH:24]([N:27]1[CH2:32][CH2:31][NH:30][CH2:29][CH2:28]1)([CH3:26])[CH3:25]. (8) Given the product [C:27]1([C:2]2[CH:10]=[C:9]3[C:5]([C:6]([CH:19]=[CH:20][C:21]4[CH:26]=[CH:25][CH:24]=[CH:23][CH:22]=4)=[N:7][N:8]3[CH2:11][O:12][CH2:13][CH2:14][Si:15]([CH3:18])([CH3:17])[CH3:16])=[CH:4][CH:3]=2)[CH:32]=[CH:31][CH:30]=[CH:29][CH:28]=1, predict the reactants needed to synthesize it. The reactants are: I[C:2]1[CH:10]=[C:9]2[C:5]([C:6]([CH:19]=[CH:20][C:21]3[CH:26]=[CH:25][CH:24]=[CH:23][CH:22]=3)=[N:7][N:8]2[CH2:11][O:12][CH2:13][CH2:14][Si:15]([CH3:18])([CH3:17])[CH3:16])=[CH:4][CH:3]=1.[C:27]1(B(O)O)[CH:32]=[CH:31][CH:30]=[CH:29][CH:28]=1.C([O-])([O-])=O.[Na+].[Na+]. (9) Given the product [CH3:23][C:14]1[C:15]2[CH2:19][O:18][C:17](=[O:20])[C:16]=2[CH:21]=[CH:22][C:13]=1[C@@H:2]1[CH2:3][O:1]1.[OH:1][C@H:2]([C:13]1[CH:22]=[CH:21][C:16]2[C:17](=[O:20])[O:18][CH2:19][C:15]=2[C:14]=1[CH3:23])[CH2:3][N:4]1[CH2:9][CH2:8][CH:7]([CH2:10][N:11]([CH2:3][C@H:2]([OH:1])[C:13]2[CH:22]=[CH:21][C:16]3[C:17](=[O:20])[O:18][CH2:19][C:15]=3[C:14]=2[CH3:23])[CH3:12])[CH2:6][CH2:5]1, predict the reactants needed to synthesize it. The reactants are: [OH:1][C@H:2]([C:13]1[CH:22]=[CH:21][C:16]2[C:17](=[O:20])[O:18][CH2:19][C:15]=2[C:14]=1[CH3:23])[CH2:3][N:4]1[CH2:9][CH2:8][CH:7]([CH2:10][NH:11][CH3:12])[CH2:6][CH2:5]1.